Task: Predict the reactants needed to synthesize the given product.. Dataset: Full USPTO retrosynthesis dataset with 1.9M reactions from patents (1976-2016) (1) Given the product [CH3:48][C@@H:35]1[N:36]([C:39](=[O:47])[CH2:40][C:41]2[CH:46]=[CH:45][CH:44]=[CH:43][CH:42]=2)[CH2:37][CH2:38][N:33]([C:66]2[C:76]([CH3:2])=[C:75]([C:77]([F:78])([F:79])[F:80])[CH:74]=[CH:73][C:67]=2[O:68][CH2:69][C:70]([OH:72])=[O:71])[CH2:34]1, predict the reactants needed to synthesize it. The reactants are: Cl[C:2]1C=CC(OCC(OC(C)(C)C)=O)=C(CO)C=1.ClC1C=CC(O[C@@H](C)C(O)=O)=C(C[N:33]2[CH2:38][CH2:37][N:36]([C:39](=[O:47])[CH2:40][C:41]3[CH:46]=[CH:45][CH:44]=[CH:43][CH:42]=3)[C@@H:35]([CH3:48])[CH2:34]2)C=1.FC1C=CC(S(N2CCN(C[C:66]3[CH:76]=[C:75]([C:77]([F:80])([F:79])[F:78])[CH:74]=[CH:73][C:67]=3[O:68][CH2:69][C:70]([OH:72])=[O:71])CC2)(=O)=O)=CC=1.ClC1C=CC(OCC(OC(C)(C)C)=O)=C(CN(C)C2CCN(S(C3C=CC=CC=3)(=O)=O)C2)C=1. (2) Given the product [F:33][CH:24]([C:10]1[CH:11]=[C:12]([C:13]2[CH:23]=[CH:22][C:16]3[O:17][CH2:18][C:19](=[O:21])[NH:20][C:15]=3[CH:14]=2)[N:8]([C:5]2[CH:4]=[CH:3][C:2]([F:1])=[CH:7][CH:6]=2)[N:9]=1)[CH3:25], predict the reactants needed to synthesize it. The reactants are: [F:1][C:2]1[CH:7]=[CH:6][C:5]([N:8]2[C:12]([C:13]3[CH:23]=[CH:22][C:16]4[O:17][CH2:18][C:19](=[O:21])[NH:20][C:15]=4[CH:14]=3)=[CH:11][C:10]([CH:24](O)[CH3:25])=[N:9]2)=[CH:4][CH:3]=1.C(N(S(F)(F)[F:33])CC)C.C([O-])(O)=O.[Na+]. (3) Given the product [Br:8][C:7]1[C:2]([N:9]2[CH2:19][CH2:18][CH:12]([C:13]([O:15][CH2:16][CH3:17])=[O:14])[CH2:11][CH2:10]2)=[N:3][CH:4]=[CH:5][CH:6]=1, predict the reactants needed to synthesize it. The reactants are: Br[C:2]1[C:7]([Br:8])=[CH:6][CH:5]=[CH:4][N:3]=1.[NH:9]1[CH2:19][CH2:18][CH:12]([C:13]([O:15][CH2:16][CH3:17])=[O:14])[CH2:11][CH2:10]1.C(N(CC)CC)C. (4) Given the product [CH:25]1([CH2:28][O:29][CH:30]2[CH2:31][CH:32]3[N:37]([CH:3]([CH3:2])[CH2:4][N:5]4[C:13]5[C:8](=[CH:9][CH:10]=[CH:11][CH:12]=5)[C:7]([C:14](=[O:16])[CH3:15])=[CH:6]4)[CH:35]([CH2:34][CH2:33]3)[CH2:36]2)[CH2:27][CH2:26]1, predict the reactants needed to synthesize it. The reactants are: Cl[CH2:2][CH2:3][CH2:4][N:5]1[C:13]2[C:8](=[CH:9][CH:10]=[CH:11][CH:12]=2)[C:7]([C:14](=[O:16])[CH3:15])=[CH:6]1.C(=O)([O-])[O-].[Cs+].[Cs+].[I-].[K+].[CH:25]1([CH2:28][O:29][CH:30]2[CH2:36][CH:35]3[NH:37][CH:32]([CH2:33][CH2:34]3)[CH2:31]2)[CH2:27][CH2:26]1. (5) Given the product [I:20][C:13]1[CH:18]=[C:17]([C:3]2[CH:4]=[CH:5][C:6]([F:8])=[CH:7][C:2]=2[F:1])[N:16]=[CH:15][N:14]=1, predict the reactants needed to synthesize it. The reactants are: [F:1][C:2]1[CH:7]=[C:6]([F:8])[CH:5]=[CH:4][C:3]=1B(O)O.Cl[C:13]1[CH:18]=[C:17](Cl)[N:16]=[CH:15][N:14]=1.[IH:20]. (6) Given the product [N+:8]([C:5]1[CH:6]=[CH:7][C:2]([NH:24][CH2:23][CH2:22][N:21]([CH2:25][CH2:26][OH:27])[CH2:20][CH2:19][OH:18])=[CH:3][CH:4]=1)([O-:10])=[O:9], predict the reactants needed to synthesize it. The reactants are: F[C:2]1[CH:7]=[CH:6][C:5]([N+:8]([O-:10])=[O:9])=[CH:4][CH:3]=1.CN1CCCC1=O.[OH:18][CH2:19][CH2:20][N:21]([CH2:25][CH2:26][OH:27])[CH2:22][CH2:23][NH2:24]. (7) The reactants are: [C:1]([OH:12])(=[O:11])[C:2]1[C:3](=[CH:7][CH:8]=[CH:9][CH:10]=1)[C:4]([OH:6])=[O:5].COC(=O)[O-].[CH3:18][NH+:19]1[CH2:23][CH:22]([CH3:24])[N:21]([CH3:25])[CH:20]1[CH3:26]. Given the product [CH3:18][NH+:19]1[CH2:23][CH:22]([CH3:24])[N:21]([CH3:25])[CH:20]1[CH3:26].[C:1]([O-:12])(=[O:11])[C:2]1[C:3](=[CH:7][CH:8]=[CH:9][CH:10]=1)[C:4]([O-:6])=[O:5], predict the reactants needed to synthesize it.